This data is from Forward reaction prediction with 1.9M reactions from USPTO patents (1976-2016). The task is: Predict the product of the given reaction. (1) The product is: [F:23][C:18]1[CH:19]=[CH:20][CH:21]=[CH:22][C:17]=1[N:16]1[CH:7]=[C:8]([OH:24])[C:9]([C:10]([O:12][CH2:13][CH3:14])=[O:11])=[N:15]1. Given the reactants CC([O-])=O.[K+].Cl[CH2:7][C:8](=[O:24])[CH:9]([N:15]=[N:16][C:17]1[CH:22]=[CH:21][CH:20]=[CH:19][C:18]=1[F:23])[C:10]([O:12][CH2:13][CH3:14])=[O:11], predict the reaction product. (2) The product is: [CH3:39][C:40]1[N:41]=[CH:42][C:43]([C:46]([NH:48][C@@H:49]([CH2:53][CH2:54][CH2:55][CH2:56][CH2:57][CH:58]=[CH2:59])[C:50]([N:24]2[CH2:25][C@H:21]([O:20][C:11]3[C:10]([C:2]4[S:1][C:5]5[CH:6]=[CH:7][CH:8]=[CH:9][C:4]=5[N:3]=4)=[N:19][C:18]4[C:13](=[CH:14][CH:15]=[CH:16][CH:17]=4)[N:12]=3)[CH2:22][C@H:23]2[C:26]([NH:28][C@:29]2([C:34]([O:36][CH2:37][CH3:38])=[O:35])[CH2:31][C@H:30]2[CH:32]=[CH2:33])=[O:27])=[O:51])=[O:47])=[CH:44][N:45]=1. Given the reactants [S:1]1[C:5]2[CH:6]=[CH:7][CH:8]=[CH:9][C:4]=2[N:3]=[C:2]1[C:10]1[C:11]([O:20][C@H:21]2[CH2:25][NH:24][C@H:23]([C:26]([NH:28][C@:29]3([C:34]([O:36][CH2:37][CH3:38])=[O:35])[CH2:31][C@H:30]3[CH:32]=[CH2:33])=[O:27])[CH2:22]2)=[N:12][C:13]2[C:18]([N:19]=1)=[CH:17][CH:16]=[CH:15][CH:14]=2.[CH3:39][C:40]1[N:45]=[CH:44][C:43]([C:46]([NH:48][C@@H:49]([CH2:53][CH2:54][CH2:55][CH2:56][CH2:57][CH:58]=[CH2:59])[C:50](O)=[O:51])=[O:47])=[CH:42][N:41]=1.ON1C(=O)C2C(C3CC2C=C3)C1=O.Cl.CN(C)CCCN=C=NCC.CN(C)CCN, predict the reaction product. (3) Given the reactants Cl[C:2]1[N:10]=[C:9]([CH3:11])[N:8]=[C:7]2[C:3]=1[N:4]=[CH:5][N:6]2[CH:12]1[CH2:17][CH2:16][CH2:15][CH2:14][O:13]1.[F:18][C:19]1[C:24](B(O)O)=[CH:23][CH:22]=[CH:21][N:20]=1.C([O-])(=O)C.[K+], predict the reaction product. The product is: [F:18][C:19]1[C:24]([C:2]2[N:10]=[C:9]([CH3:11])[N:8]=[C:7]3[C:3]=2[N:4]=[CH:5][N:6]3[CH:12]2[CH2:17][CH2:16][CH2:15][CH2:14][O:13]2)=[CH:23][CH:22]=[CH:21][N:20]=1.